Dataset: Forward reaction prediction with 1.9M reactions from USPTO patents (1976-2016). Task: Predict the product of the given reaction. (1) Given the reactants [Cl:1][C:2]1[C:3](I)=[N:4][C:5]([S:8][CH3:9])=[N:6][CH:7]=1.[Br-].[CH3:12][C:13]1[C:14]([Zn+])=[N:15][CH:16]=[CH:17][CH:18]=1.CCOC(C)=O.O, predict the reaction product. The product is: [Cl:1][C:2]1[C:3]([C:14]2[C:13]([CH3:12])=[CH:18][CH:17]=[CH:16][N:15]=2)=[N:4][C:5]([S:8][CH3:9])=[N:6][CH:7]=1. (2) Given the reactants Cl[C:2]1[C:3]2[C:11]([I:12])=[CH:10][N:9]([CH2:13][O:14][CH2:15][CH2:16][Si:17]([CH3:20])([CH3:19])[CH3:18])[C:4]=2[N:5]=[C:6]([CH3:8])[N:7]=1.C[C@@H:22]1[O:27][CH2:26][CH2:25][N:24](C2C3C(C4C=C(C=CC=4)C#N)=CNC=3N=CN=2)[CH2:23]1, predict the reaction product. The product is: [I:12][C:11]1[C:3]2[C:2]([N:24]3[CH2:25][CH2:26][O:27][CH2:22][CH2:23]3)=[N:7][C:6]([CH3:8])=[N:5][C:4]=2[N:9]([CH2:13][O:14][CH2:15][CH2:16][Si:17]([CH3:20])([CH3:19])[CH3:18])[CH:10]=1. (3) The product is: [Br:1][C:2]1[CH:3]=[N:4][C:5]([CH2:8][Br:28])=[N:6][CH:7]=1. Given the reactants [Br:1][C:2]1[CH:3]=[N:4][C:5]([CH3:8])=[N:6][CH:7]=1.CC(N=NC(C#N)(C)C)(C#N)C.C1C(=O)N([Br:28])C(=O)C1.C(Cl)Cl, predict the reaction product. (4) Given the reactants [NH2:1][CH2:2][CH2:3][NH:4][C:5]1[N:14]=[C:13]([N:15]([C:17]2[CH:22]=[CH:21][C:20]([O:23][CH3:24])=[CH:19][CH:18]=2)[CH3:16])[C:12]2[C:7](=[CH:8][CH:9]=[C:10]([O:25][CH3:26])[CH:11]=2)[N:6]=1.[C:27]1(=O)[N:31]([N:31]([CH3:27])[C:30](=[O:37])[O-])[C:30](=[O:37])CC1, predict the reaction product. The product is: [CH3:26][O:25][C:10]1[CH:11]=[C:12]2[C:7](=[CH:8][CH:9]=1)[N:6]=[C:5]([NH:4][CH2:3][CH2:2][NH:1][C:30]([NH:31][CH3:27])=[O:37])[N:14]=[C:13]2[N:15]([C:17]1[CH:18]=[CH:19][C:20]([O:23][CH3:24])=[CH:21][CH:22]=1)[CH3:16].